This data is from Forward reaction prediction with 1.9M reactions from USPTO patents (1976-2016). The task is: Predict the product of the given reaction. Given the reactants I[C:2]1[CH:3]=[C:4]2[N:10]=[C:9]([NH2:11])[N:8]([CH:12]([C:14]3[CH:19]=[CH:18][C:17]([O:20][CH2:21][C:22]4[CH:27]=[CH:26][C:25]([C:28]([F:31])([F:30])[F:29])=[CH:24][CH:23]=4)=[C:16]([O:32][CH3:33])[CH:15]=3)[CH3:13])[C:5]2=[N:6][CH:7]=1.[CH3:34][N:35]1[CH:39]=[C:38](B2OC(C)(C)C(C)(C)O2)[CH:37]=[N:36]1.[O-]P([O-])([O-])=O.[K+].[K+].[K+].O, predict the reaction product. The product is: [CH3:33][O:32][C:16]1[CH:15]=[C:14]([CH:12]([N:8]2[C:5]3=[N:6][CH:7]=[C:2]([C:38]4[CH:37]=[N:36][N:35]([CH3:34])[CH:39]=4)[CH:3]=[C:4]3[N:10]=[C:9]2[NH2:11])[CH3:13])[CH:19]=[CH:18][C:17]=1[O:20][CH2:21][C:22]1[CH:27]=[CH:26][C:25]([C:28]([F:29])([F:30])[F:31])=[CH:24][CH:23]=1.